Dataset: Forward reaction prediction with 1.9M reactions from USPTO patents (1976-2016). Task: Predict the product of the given reaction. (1) Given the reactants [C:1]([O:5][C:6](=[O:23])[N:7]([CH2:12][CH2:13][C:14]1[CH:19]=[CH:18][C:17]([Cl:20])=[C:16]([CH2:21][OH:22])[CH:15]=1)[CH2:8][CH:9]([F:11])[F:10])([CH3:4])([CH3:3])[CH3:2], predict the reaction product. The product is: [C:1]([O:5][C:6](=[O:23])[N:7]([CH2:12][CH2:13][C:14]1[CH:19]=[CH:18][C:17]([Cl:20])=[C:16]([CH:21]=[O:22])[CH:15]=1)[CH2:8][CH:9]([F:11])[F:10])([CH3:4])([CH3:2])[CH3:3]. (2) Given the reactants [C:1]([O:5][C:6](=[O:19])[NH:7][CH2:8][C:9]1[CH:14]=[CH:13][C:12]([F:15])=[C:11]([N+:16]([O-])=O)[CH:10]=1)([CH3:4])([CH3:3])[CH3:2], predict the reaction product. The product is: [C:1]([O:5][C:6](=[O:19])[NH:7][CH2:8][C:9]1[CH:14]=[CH:13][C:12]([F:15])=[C:11]([NH2:16])[CH:10]=1)([CH3:4])([CH3:2])[CH3:3]. (3) Given the reactants [F:1][C:2]1[C:11]2[C:6](=[CH:7][CH:8]=[CH:9][CH:10]=2)[C:5]([O:12][S:13]([C:16]([F:19])([F:18])[F:17])(=[O:15])=[O:14])=[C:4]([C@H:20]([OH:26])[C:21]([O:23][CH2:24][CH3:25])=[O:22])[C:3]=1[CH3:27].Cl(O)(=O)(=O)=O.C([O-])(O)=O.[Na+], predict the reaction product. The product is: [C:3]([O:26][C@@H:20]([C:4]1[C:3]([CH3:27])=[C:2]([F:1])[C:11]2[C:6](=[CH:7][CH:8]=[CH:9][CH:10]=2)[C:5]=1[O:12][S:13]([C:16]([F:17])([F:19])[F:18])(=[O:14])=[O:15])[C:21]([O:23][CH2:24][CH3:25])=[O:22])([CH3:27])([CH3:4])[CH3:2]. (4) Given the reactants [CH3:1][O:2][C:3](=[O:21])[C:4]1[CH:9]=[CH:8][C:7]([NH:10][C:11]([O:13][C:14]([CH3:17])([CH3:16])[CH3:15])=[O:12])=[CH:6][C:5]=1[N+:18]([O-])=O, predict the reaction product. The product is: [CH3:1][O:2][C:3](=[O:21])[C:4]1[CH:9]=[CH:8][C:7]([NH:10][C:11]([O:13][C:14]([CH3:15])([CH3:17])[CH3:16])=[O:12])=[CH:6][C:5]=1[NH2:18]. (5) Given the reactants [NH2:1][CH2:2][C@H:3]1[CH2:8][CH2:7][C@H:6]([CH2:9][NH:10][C:11](=[O:17])[O:12][C:13]([CH3:16])([CH3:15])[CH3:14])[CH2:5][CH2:4]1.[CH:18]1[C:27]2[C:22](=[CH:23][CH:24]=[CH:25][CH:26]=2)[CH:21]=[CH:20][C:19]=1[S:28](Cl)(=[O:30])=[O:29], predict the reaction product. The product is: [CH:18]1[C:27]2[C:22](=[CH:23][CH:24]=[CH:25][CH:26]=2)[CH:21]=[CH:20][C:19]=1[S:28]([NH:1][CH2:2][C@H:3]1[CH2:4][CH2:5][C@H:6]([CH2:9][NH:10][C:11](=[O:17])[O:12][C:13]([CH3:14])([CH3:16])[CH3:15])[CH2:7][CH2:8]1)(=[O:29])=[O:30].